The task is: Regression/Classification. Given a drug SMILES string, predict its absorption, distribution, metabolism, or excretion properties. Task type varies by dataset: regression for continuous measurements (e.g., permeability, clearance, half-life) or binary classification for categorical outcomes (e.g., BBB penetration, CYP inhibition). Dataset: cyp2c9_veith.. This data is from CYP2C9 inhibition data for predicting drug metabolism from PubChem BioAssay. (1) The molecule is CCOC(=O)N1CCN(C(=O)c2ccc3nc(N4CCC(C)CC4)sc3c2)CC1. The result is 1 (inhibitor). (2) The molecule is Cl.OC(COc1ccc(OCC(O)CN2CCCCCC2)cc1)CN1CCCCCC1. The result is 0 (non-inhibitor).